From a dataset of Catalyst prediction with 721,799 reactions and 888 catalyst types from USPTO. Predict which catalyst facilitates the given reaction. Reactant: [CH2:1]([C:5]1[C:9]([C:10](OCC)=[O:11])=[CH:8][N:7]([C:15]2[CH:20]=[CH:19][C:18]([C:21]([F:24])([F:23])[F:22])=[CH:17][N:16]=2)[N:6]=1)[CH2:2][CH2:3][CH3:4].[H-].C([Al+]CC(C)C)C(C)C.Cl. Product: [CH2:1]([C:5]1[C:9]([CH2:10][OH:11])=[CH:8][N:7]([C:15]2[CH:20]=[CH:19][C:18]([C:21]([F:22])([F:23])[F:24])=[CH:17][N:16]=2)[N:6]=1)[CH2:2][CH2:3][CH3:4]. The catalyst class is: 188.